From a dataset of Full USPTO retrosynthesis dataset with 1.9M reactions from patents (1976-2016). Predict the reactants needed to synthesize the given product. (1) The reactants are: [S:1]1[C:5]2[NH:6][C:7]([C:9]([NH2:11])=[O:10])=[CH:8][C:4]=2[CH:3]=[CH:2]1.[H-].[Na+].[CH:14]1[CH:19]=[C:18]([S:20][S:20][C:18]2[N:17]=[CH:16][CH:15]=[CH:14][CH:19]=2)[N:17]=[CH:16][CH:15]=1. Given the product [N:17]1[CH:16]=[CH:15][CH:14]=[CH:19][C:18]=1[S:20][C:8]1[C:4]2[CH:3]=[CH:2][S:1][C:5]=2[NH:6][C:7]=1[C:9]([NH2:11])=[O:10], predict the reactants needed to synthesize it. (2) Given the product [O:18]1[CH:19]=[CH:20][CH:21]=[C:17]1[C:15]1[N:2]([C:4]2[CH:5]=[C:6]([C:9]#[N:10])[S:7][CH:8]=2)[N:3]=[C:13]([C:12]([F:11])([F:23])[F:24])[CH:14]=1, predict the reactants needed to synthesize it. The reactants are: Cl.[NH:2]([C:4]1[CH:5]=[C:6]([C:9]#[N:10])[S:7][CH:8]=1)[NH2:3].[F:11][C:12]([F:24])([F:23])[C:13](=O)[CH2:14][C:15]([C:17]1[O:18][CH:19]=[CH:20][CH:21]=1)=O.C1(C)C=CC=CC=1. (3) Given the product [CH2:42]([O:41][C:40]1[CH:39]=[C:14]([C:13]2[O:12][N:11]=[C:10]3[C:29]4[C:6]([CH2:7][CH2:8][C:9]=23)=[CH:5][C:4]([CH:2]2[CH2:3][O:1]2)=[CH:31][CH:30]=4)[CH:37]=[CH:36][C:35]=1[O:34][CH2:32][CH3:33])[CH3:43], predict the reactants needed to synthesize it. The reactants are: [O:1]1[CH2:3][CH:2]1[C:4]1[CH:5]=[C:6]2[C:29](=[CH:30][CH:31]=1)[C:10]1=[N:11][O:12][C:13]([C:14]3C(C(F)(F)F)=C(C4C=CC=CC=4)ON=3)=[C:9]1[CH2:8][CH2:7]2.[CH2:32]([O:34][C:35]1[CH:36]=[C:37](C2ON=C3C4C(CCC=23)=CC(C=C)=CC=4)C=[CH:39][C:40]=1[O:41][CH2:42][CH3:43])[CH3:33].